From a dataset of Forward reaction prediction with 1.9M reactions from USPTO patents (1976-2016). Predict the product of the given reaction. Given the reactants ClN1C(=[O:7])CCC1=O.[Br:9][C:10]1[CH:20]=[CH:19][C:13]([CH2:14][S:15]C(=O)C)=[CH:12][CH:11]=1.[OH2:21].[ClH:22], predict the reaction product. The product is: [Br:9][C:10]1[CH:20]=[CH:19][C:13]([CH2:14][S:15]([Cl:22])(=[O:7])=[O:21])=[CH:12][CH:11]=1.